This data is from Peptide-MHC class I binding affinity with 185,985 pairs from IEDB/IMGT. The task is: Regression. Given a peptide amino acid sequence and an MHC pseudo amino acid sequence, predict their binding affinity value. This is MHC class I binding data. (1) The peptide sequence is ERYFRINSL. The MHC is HLA-A02:06 with pseudo-sequence HLA-A02:06. The binding affinity (normalized) is 0. (2) The peptide sequence is ALMPLYACI. The MHC is HLA-A02:02 with pseudo-sequence HLA-A02:02. The binding affinity (normalized) is 0.687. (3) The peptide sequence is KTKISVEKIK. The MHC is HLA-A03:01 with pseudo-sequence HLA-A03:01. The binding affinity (normalized) is 0.229. (4) The peptide sequence is CLSLIVNLL. The MHC is Patr-A0701 with pseudo-sequence Patr-A0701. The binding affinity (normalized) is 0.0287. (5) The peptide sequence is PMIIGEPII. The MHC is HLA-A31:01 with pseudo-sequence HLA-A31:01. The binding affinity (normalized) is 0.